From a dataset of Forward reaction prediction with 1.9M reactions from USPTO patents (1976-2016). Predict the product of the given reaction. (1) Given the reactants [CH2:1]([O:3][C:4](=[O:18])/[CH:5]=[C:6](\[NH:14][C:15](=[O:17])[CH3:16])/[C@H:7]([CH3:13])[C@H:8]([CH3:12])[CH2:9][CH2:10][CH3:11])[CH3:2], predict the reaction product. The product is: [CH2:1]([O:3][C:4](=[O:18])[CH2:5][C@@H:6]([NH:14][C:15](=[O:17])[CH3:16])[C@H:7]([CH3:13])[C@H:8]([CH3:12])[CH2:9][CH2:10][CH3:11])[CH3:2].[CH2:1]([O:3][C:4](=[O:18])[CH2:5][C@H:6]([NH:14][C:15](=[O:17])[CH3:16])[C@H:7]([CH3:13])[C@H:8]([CH3:12])[CH2:9][CH2:10][CH3:11])[CH3:2]. (2) Given the reactants [F:1][C:2]1[CH:7]=[C:6]([C:8]2[CH:13]=[CH:12][N:11]=[C:10]([NH:14][C:15]3[N:16]([CH3:20])[N:17]=[CH:18][CH:19]=3)[N:9]=2)[CH:5]=[C:4](F)[N:3]=1.[NH2:22][NH2:23], predict the reaction product. The product is: [F:1][C:2]1[CH:7]=[C:6]([C:8]2[CH:13]=[CH:12][N:11]=[C:10]([NH:14][C:15]3[N:16]([CH3:20])[N:17]=[CH:18][CH:19]=3)[N:9]=2)[CH:5]=[C:4]([NH:22][NH2:23])[N:3]=1. (3) Given the reactants C([O:4][C:5]1[CH:10]=[C:9]([O:11]CC=C)[C:8]([CH:15]([C:17]#[CH:18])[CH3:16])=[CH:7][C:6]=1[C:19]1[N:20]([C:25]2[CH:30]=[CH:29][C:28]([CH2:31][N:32]3[CH2:37][CH2:36][O:35][CH2:34][CH2:33]3)=[CH:27][CH:26]=2)[C:21](=[O:24])[NH:22][N:23]=1)C=C.C(=O)([O-])[O-].[K+].[K+].O.Cl, predict the reaction product. The product is: [CH3:16][CH:15]([C:8]1[C:9]([OH:11])=[CH:10][C:5]([OH:4])=[C:6]([C:19]2[N:20]([C:25]3[CH:30]=[CH:29][C:28]([CH2:31][N:32]4[CH2:37][CH2:36][O:35][CH2:34][CH2:33]4)=[CH:27][CH:26]=3)[C:21](=[O:24])[NH:22][N:23]=2)[CH:7]=1)[C:17]#[CH:18]. (4) Given the reactants [Br:1][CH2:2][C:3](Br)=[O:4].[C:6]([O:10][C:11](=[O:25])[NH:12][C:13]([CH3:24])([CH3:23])[CH2:14][NH:15][C:16]1[CH:21]=[CH:20][CH:19]=[CH:18][C:17]=1[Cl:22])([CH3:9])([CH3:8])[CH3:7].C(=O)(O)[O-].[Na+], predict the reaction product. The product is: [C:6]([O:10][C:11](=[O:25])[NH:12][C:13]([CH3:24])([CH3:23])[CH2:14][N:15]([C:3](=[O:4])[CH2:2][Br:1])[C:16]1[CH:21]=[CH:20][CH:19]=[CH:18][C:17]=1[Cl:22])([CH3:9])([CH3:7])[CH3:8]. (5) Given the reactants [Cl:1][C:2]1[CH:7]=[CH:6][C:5]([NH:8][C:9](=[NH:27])[CH:10]=[CH:11][C:12]2[CH:17]=[CH:16][C:15]([C:18]3[CH:19]=[C:20]4[C:24](=[CH:25][CH:26]=3)[NH:23][CH:22]=[CH:21]4)=[CH:14][CH:13]=2)=[CH:4][CH:3]=1.[H-].[Na+].I[CH3:31], predict the reaction product. The product is: [Cl:1][C:2]1[CH:3]=[CH:4][C:5]([NH:8][C:9](=[NH:27])[CH:10]=[CH:11][C:12]2[CH:13]=[CH:14][C:15]([C:18]3[CH:19]=[C:20]4[C:24](=[CH:25][CH:26]=3)[N:23]([CH3:31])[CH:22]=[CH:21]4)=[CH:16][CH:17]=2)=[CH:6][CH:7]=1. (6) Given the reactants [Cl:1][C:2]1[C:3]([CH2:12][O:13][C:14]2[CH:15]=[N:16][C:17]([CH:21]3[CH2:23][CH2:22]3)=[C:18]([Cl:20])[CH:19]=2)=[CH:4][C:5]([F:11])=[C:6]([CH:10]=1)[C:7](O)=[O:8].[CH3:24][N:25]([C:27](ON1N=NC2C=CC=NC1=2)=[N+](C)C)C.F[P-](F)(F)(F)(F)F.C(N(C(C)C)CC)(C)C.CN[N:59](NC)[SH:60](=[O:62])=[O:61], predict the reaction product. The product is: [CH2:15]([NH:16][CH2:17][CH3:18])[CH3:14].[Cl:1][C:2]1[C:3]([CH2:12][O:13][C:14]2[CH:15]=[N:16][C:17]([CH:21]3[CH2:23][CH2:22]3)=[C:18]([Cl:20])[CH:19]=2)=[CH:4][C:5]([F:11])=[C:6]([CH:10]=1)[C:7]([NH:59][S:60]([N:25]([CH3:27])[CH3:24])(=[O:62])=[O:61])=[O:8]. (7) Given the reactants [CH3:1][O:2][C:3]1[CH:29]=[CH:28][C:6]([CH2:7][N:8]2[C:12]3=[N:13][CH:14]=[CH:15][C:16]([O:17][C:18]4[CH:23]=[CH:22][C:21]([N+:24]([O-])=O)=[CH:20][N:19]=4)=[C:11]3[C:10]([CH3:27])=[N:9]2)=[CH:5][CH:4]=1.CCO, predict the reaction product. The product is: [CH3:1][O:2][C:3]1[CH:4]=[CH:5][C:6]([CH2:7][N:8]2[C:12]3=[N:13][CH:14]=[CH:15][C:16]([O:17][C:18]4[N:19]=[CH:20][C:21]([NH2:24])=[CH:22][CH:23]=4)=[C:11]3[C:10]([CH3:27])=[N:9]2)=[CH:28][CH:29]=1.